This data is from Forward reaction prediction with 1.9M reactions from USPTO patents (1976-2016). The task is: Predict the product of the given reaction. (1) Given the reactants [F:1][C:2]1[CH:11]=[C:10]([C:12]2[N:16]=[C:15]([C:17]3[CH:22]=[CH:21][C:20]([N:23]4[CH2:28][CH2:27][CH2:26][CH2:25][CH:24]4[CH3:29])=[C:19]([NH:30][S:31]([CH3:34])(=[O:33])=[O:32])[CH:18]=3)[O:14][N:13]=2)[CH:9]=[CH:8][C:3]=1[C:4]([O:6]C)=[O:5].Cl, predict the reaction product. The product is: [F:1][C:2]1[CH:11]=[C:10]([C:12]2[N:16]=[C:15]([C:17]3[CH:22]=[CH:21][C:20]([N:23]4[CH2:28][CH2:27][CH2:26][CH2:25][CH:24]4[CH3:29])=[C:19]([NH:30][S:31]([CH3:34])(=[O:33])=[O:32])[CH:18]=3)[O:14][N:13]=2)[CH:9]=[CH:8][C:3]=1[C:4]([OH:6])=[O:5]. (2) Given the reactants [C:1]([O:5][C:6](=[O:20])[NH:7][C:8]([C:12]1[CH:17]=[C:16]([F:18])[CH:15]=[C:14]([F:19])[CH:13]=1)([CH3:11])[CH:9]=O)([CH3:4])([CH3:3])[CH3:2].[NH2:21][C:22]1([C:27]([O:29][CH3:30])=[O:28])[CH2:26][CH2:25][CH2:24][CH2:23]1.CC(O)=O.[BH3-]C#N.[Na+], predict the reaction product. The product is: [C:1]([O:5][C:6]([NH:7][C:8]([C:12]1[CH:17]=[C:16]([F:18])[CH:15]=[C:14]([F:19])[CH:13]=1)([CH3:11])[CH2:9][NH:21][C:22]1([C:27]([O:29][CH3:30])=[O:28])[CH2:26][CH2:25][CH2:24][CH2:23]1)=[O:20])([CH3:4])([CH3:3])[CH3:2]. (3) Given the reactants Cl.Cl.[N:3]12[CH2:11][CH2:10][CH:7]([CH2:8][CH2:9]1)[NH:6][CH2:5][CH2:4]2.[CH3:12][C:13]1[NH:17][N:16]=[C:15]([C:18](O)=[O:19])[CH:14]=1, predict the reaction product. The product is: [CH3:12][C:13]1[NH:17][N:16]=[C:15]([C:18]([N:6]2[CH:7]3[CH2:10][CH2:11][N:3]([CH2:9][CH2:8]3)[CH2:4][CH2:5]2)=[O:19])[CH:14]=1. (4) The product is: [C:16]12([C:26]3[N:27]=[C:28]4[N:32]([CH:33]=3)[C:31]([O:8][S:9]([C:12]([F:13])([F:14])[F:15])(=[O:10])=[O:11])=[CH:30][S:29]4)[CH2:25][CH:20]3[CH2:19][CH:18]([CH2:24][CH:22]([CH2:21]3)[CH2:23]1)[CH2:17]2. Given the reactants S([O:8][S:9]([C:12]([F:15])([F:14])[F:13])(=[O:11])=[O:10])(C(F)(F)F)(=O)=O.[C:16]12([C:26]3[N:27]=[C:28]4[N:32]([CH:33]=3)[C:31](=O)[CH2:30][S:29]4)[CH2:25][CH:20]3[CH2:21][CH:22]([CH2:24][CH:18]([CH2:19]3)[CH2:17]1)[CH2:23]2, predict the reaction product.